Predict the product of the given reaction. From a dataset of Forward reaction prediction with 1.9M reactions from USPTO patents (1976-2016). (1) Given the reactants [CH2:1]([S:3][C:4]1[N:26]=[CH:25][CH:24]=[CH:23][C:5]=1[C:6]([NH:8][C:9]1[CH:14]=[C:13]([C:15]([F:21])([F:20])[C:16]([F:19])([F:18])[F:17])[CH:12]=[CH:11][C:10]=1[OH:22])=O)[CH3:2].COCCOC(/N=N/C(OCCOC)=O)=O.C1(P(C2C=CC=CC=2)C2C=CC=CC=2)C=CC=CC=1.[Cl-].[NH4+], predict the reaction product. The product is: [CH2:1]([S:3][C:4]1[C:5]([C:6]2[O:22][C:10]3[CH:11]=[CH:12][C:13]([C:15]([F:21])([F:20])[C:16]([F:18])([F:19])[F:17])=[CH:14][C:9]=3[N:8]=2)=[CH:23][CH:24]=[CH:25][N:26]=1)[CH3:2]. (2) Given the reactants [Cl:1][C:2]1[CH:23]=[CH:22][C:5]([CH:6]([N:13]2[CH2:18][CH2:17][N:16]([CH2:19][CH2:20][NH2:21])[CH2:15][CH2:14]2)[C:7]2[CH:12]=[CH:11][CH:10]=[CH:9][CH:8]=2)=[CH:4][CH:3]=1.[CH2:24]([C:27]1[N:31]([C:32]2[CH:37]=[CH:36][CH:35]=[CH:34][CH:33]=2)[N:30]=[C:29]([CH:38]=O)[CH:28]=1)[CH2:25][CH3:26], predict the reaction product. The product is: [Cl:1][C:2]1[CH:3]=[CH:4][C:5]([CH:6]([N:13]2[CH2:14][CH2:15][N:16]([CH2:19][CH2:20][NH:21][CH2:38][C:29]3[CH:28]=[C:27]([CH2:24][CH2:25][CH3:26])[N:31]([C:32]4[CH:37]=[CH:36][CH:35]=[CH:34][CH:33]=4)[N:30]=3)[CH2:17][CH2:18]2)[C:7]2[CH:8]=[CH:9][CH:10]=[CH:11][CH:12]=2)=[CH:22][CH:23]=1.